Dataset: Full USPTO retrosynthesis dataset with 1.9M reactions from patents (1976-2016). Task: Predict the reactants needed to synthesize the given product. (1) Given the product [CH3:1][C:2]1[N:7]=[CH:6][C:5]([O:8][C:9]2[CH:14]=[CH:13][C:12]([NH:15][C:16]3[C:25]4[C:20](=[CH:21][CH:22]=[C:23]([C:26]5[O:30][C:29]([CH2:31][N:39]6[CH2:40][CH2:41][P:36]([CH3:35])[CH2:37][CH2:38]6)=[CH:28][CH:27]=5)[CH:24]=4)[N:19]=[CH:18][N:17]=3)=[CH:11][C:10]=2[CH3:33])=[CH:4][CH:3]=1, predict the reactants needed to synthesize it. The reactants are: [CH3:1][C:2]1[N:7]=[CH:6][C:5]([O:8][C:9]2[CH:14]=[CH:13][C:12]([NH:15][C:16]3[C:25]4[C:20](=[CH:21][CH:22]=[C:23]([C:26]5[O:30][C:29]([CH:31]=O)=[CH:28][CH:27]=5)[CH:24]=4)[N:19]=[CH:18][N:17]=3)=[CH:11][C:10]=2[CH3:33])=[CH:4][CH:3]=1.Cl.[CH3:35][P:36]1(=O)[CH2:41][CH2:40][NH:39][CH2:38][CH2:37]1.CCN(C(C)C)C(C)C.C(O[BH-](OC(=O)C)OC(=O)C)(=O)C.[Na+]. (2) Given the product [Br:1][C:2]1[CH:3]=[CH:4][C:5]([O:10][CH2:11][C@H:12]2[CH2:13][O:14]2)=[C:6]([CH:9]=1)[CH:7]=[O:8], predict the reactants needed to synthesize it. The reactants are: [Br:1][C:2]1[CH:3]=[CH:4][C:5]([OH:10])=[C:6]([CH:9]=1)[CH:7]=[O:8].[CH2:11](OS(C1C=CC(C)=CC=1)(=O)=O)[C@@H:12]1[O:14][CH2:13]1.C([O-])([O-])=O.[K+].[K+]. (3) Given the product [F:9][C:10]1[CH:11]=[CH:12][C:13]2[N:14]([C:18]([CH2:19][N:20]3[CH2:25][CH2:24][N:23]([CH3:26])[CH:22]([CH2:27][O:28][Si:29]([CH:36]([CH3:38])[CH3:37])([CH:33]([CH3:35])[CH3:34])[CH:30]([CH3:32])[CH3:31])[CH2:21]3)=[N:17][N:16]=2)[CH:15]=1, predict the reactants needed to synthesize it. The reactants are: ClC(Cl)(Cl)C(Cl)(Cl)Cl.[F:9][C:10]1[CH:11]=[CH:12][C:13]([NH:16][NH:17][C:18](=O)[CH2:19][N:20]2[CH2:25][CH2:24][N:23]([CH3:26])[CH:22]([CH2:27][O:28][Si:29]([CH:36]([CH3:38])[CH3:37])([CH:33]([CH3:35])[CH3:34])[CH:30]([CH3:32])[CH3:31])[CH2:21]2)=[N:14][CH:15]=1.C1C=CC(P(C2C=CC=CC=2)C2C=CC=CC=2)=CC=1.CCN(CC)CC. (4) Given the product [NH:8]1[C:4]2[CH:5]=[N:6][CH:7]=[C:2]([C:11]#[N:12])[C:3]=2[CH:10]=[CH:9]1, predict the reactants needed to synthesize it. The reactants are: Br[C:2]1[CH:7]=[N:6][CH:5]=[C:4]2[NH:8][CH:9]=[CH:10][C:3]=12.[CH3:11][N:12](C=O)C. (5) Given the product [F:1][C:2]1[CH:3]=[C:4]([CH:36]=[CH:37][C:38]=1[O:39][CH2:41][CH2:42][N:44]1[CH2:49][CH2:48][CH2:47][CH2:46][CH2:45]1)[CH2:5][N:7]([CH:33]([CH3:35])[CH3:34])[C:8]1[CH:13]=[C:12]([O:14][CH3:15])[CH:11]=[CH:10][C:9]=1[CH:16]1[CH2:25][CH2:24][C:23]2[CH:22]=[C:21]([OH:26])[CH:20]=[CH:19][C:18]=2[CH2:17]1, predict the reactants needed to synthesize it. The reactants are: [F:1][C:2]1[CH:3]=[C:4]([CH:36]=[CH:37][C:38]=1[OH:39])[C:5]([N:7]([CH:33]([CH3:35])[CH3:34])[C:8]1[CH:13]=[C:12]([O:14][CH3:15])[CH:11]=[CH:10][C:9]=1[CH:16]1[CH2:25][CH2:24][C:23]2[CH:22]=[C:21]([O:26]C(=O)C(C)(C)C)[CH:20]=[CH:19][C:18]=2[CH2:17]1)=O.Cl[CH2:41][C:42]([N:44]1[CH2:49][CH2:48][CH2:47][CH2:46][CH2:45]1)=O. (6) Given the product [CH:11]1[CH:12]=[CH:13][C:14]2[N:15]([C:16]([NH2:18])=[O:17])[C:4]3[CH:3]=[CH:2][CH:1]=[CH:6][C:5]=3[CH:7]=[CH:8][C:9]=2[CH:10]=1.[CH:19]([OH:21])=[O:20], predict the reactants needed to synthesize it. The reactants are: [CH:1]1[CH:2]=[CH:3][C:4]2[N:15]([C:16]([NH2:18])=[O:17])[C:14]3[CH:13]=[CH:12][CH:11]=[CH:10][C:9]=3[CH:8]=[CH:7][C:5]=2[CH:6]=1.[CH:19]([OH:21])=[O:20]. (7) Given the product [F:1][CH:2]([F:10])[CH2:3][N:4]1[CH2:8][CH2:7][C@@H:6]([NH:9][C:12]2[CH:17]=[CH:16][C:15]([S:18]([NH2:21])(=[O:20])=[O:19])=[CH:14][C:13]=2[N+:22]([O-:24])=[O:23])[CH2:5]1, predict the reactants needed to synthesize it. The reactants are: [F:1][CH:2]([F:10])[CH2:3][N:4]1[CH2:8][CH2:7][C@@H:6]([NH2:9])[CH2:5]1.F[C:12]1[CH:17]=[CH:16][C:15]([S:18]([NH2:21])(=[O:20])=[O:19])=[CH:14][C:13]=1[N+:22]([O-:24])=[O:23].